This data is from Forward reaction prediction with 1.9M reactions from USPTO patents (1976-2016). The task is: Predict the product of the given reaction. (1) Given the reactants [CH3:1][C:2]1[CH:3]=[CH:4][C:5]([C:8]2[CH:13]=[CH:12][C:11]([N+:14]([O-:16])=[O:15])=[CH:10][C:9]=2[C:17]([F:20])([F:19])[F:18])=[N:6][CH:7]=1.[Br:21]N1C(=O)CCC1=O.C(OOC(=O)C1C=CC=CC=1)(=O)C1C=CC=CC=1, predict the reaction product. The product is: [Br:21][CH2:1][C:2]1[CH:3]=[CH:4][C:5]([C:8]2[CH:13]=[CH:12][C:11]([N+:14]([O-:16])=[O:15])=[CH:10][C:9]=2[C:17]([F:20])([F:18])[F:19])=[N:6][CH:7]=1. (2) Given the reactants Br[C:2]1[C:3]([F:19])=[C:4]([F:18])[C:5]([N:10]2[CH2:15][C@@H:14]([CH3:16])[O:13][C@@H:12]([CH3:17])[CH2:11]2)=[C:6]([CH:9]=1)[CH:7]=[O:8].CCN(C(C)C)C(C)C.[CH3:29][Si:30]([C:33]#[CH:34])([CH3:32])[CH3:31], predict the reaction product. The product is: [CH3:16][C@@H:14]1[CH2:15][N:10]([C:5]2[C:4]([F:18])=[C:3]([F:19])[C:2]([C:34]#[C:33][Si:30]([CH3:32])([CH3:31])[CH3:29])=[CH:9][C:6]=2[CH:7]=[O:8])[CH2:11][C@H:12]([CH3:17])[O:13]1.